From a dataset of Acute oral toxicity (LD50) regression data from Zhu et al.. Regression/Classification. Given a drug SMILES string, predict its toxicity properties. Task type varies by dataset: regression for continuous values (e.g., LD50, hERG inhibition percentage) or binary classification for toxic/non-toxic outcomes (e.g., AMES mutagenicity, cardiotoxicity, hepatotoxicity). Dataset: ld50_zhu. (1) The rat oral LD50 is 2.00, given as -log10 of the dose in mol/kg body weight (higher means more acutely toxic). The drug is COc1ccc(C(=CC(=O)N2CCOCC2)c2ccc(Cl)cc2)cc1OC. (2) The drug is O=C(O)c1nn(Cc2ccc(Cl)cc2)c2ccccc12. The rat oral LD50 is 2.40, given as -log10 of the dose in mol/kg body weight (higher means more acutely toxic).